Dataset: Forward reaction prediction with 1.9M reactions from USPTO patents (1976-2016). Task: Predict the product of the given reaction. (1) Given the reactants [N:1]1[C:10]2[C:5](=[CH:6][C:7]([C:11]([O:13][CH3:14])=[O:12])=[CH:8][CH:9]=2)[CH:4]=[CH:3][CH:2]=1.[Cl:15]N1C(=O)CCC1=O, predict the reaction product. The product is: [Cl:15][C:3]1[CH:2]=[N:1][C:10]2[C:5]([CH:4]=1)=[CH:6][C:7]([C:11]([O:13][CH3:14])=[O:12])=[CH:8][CH:9]=2. (2) Given the reactants FC(F)(F)C(O)=O.[Br:8][C:9]1[CH:10]=[N:11][C:12]([O:15][C:16]2[CH:21]=[CH:20][CH:19]=[C:18]([CH:22]=[C:23]3[CH2:28][CH2:27][NH:26][CH2:25][CH2:24]3)[CH:17]=2)=[N:13][CH:14]=1.[N:29]1[CH:34]=[CH:33][CH:32]=[C:31]([NH:35][C:36](=O)[O:37]C2C=CC=CC=2)[CH:30]=1.NC1C=NC=CC=1.C(N(C(C)C)CC)(C)C, predict the reaction product. The product is: [Br:8][C:9]1[CH:10]=[N:11][C:12]([O:15][C:16]2[CH:17]=[C:18]([CH:19]=[CH:20][CH:21]=2)[CH:22]=[C:23]2[CH2:28][CH2:27][N:26]([C:36]([NH:35][C:31]3[CH:30]=[N:29][CH:34]=[CH:33][CH:32]=3)=[O:37])[CH2:25][CH2:24]2)=[N:13][CH:14]=1.